Task: Predict the reaction yield, written as a fraction of the theoretical maximum amount of product (1.0 means a 100% yield; for example, 0.34 means a 34% yield).. Dataset: Reaction yield outcomes from USPTO patents with 853,638 reactions (1) The reactants are [F:1][C:2]([F:20])([F:19])[CH2:3][N:4]1[C:9](=[O:10])[CH:8]=[N:7][C:6]([C:11]2[CH:16]=[C:15]([Cl:17])[CH:14]=[C:13]([Cl:18])[CH:12]=2)=[N:5]1.[C:21](OCC)(=[O:23])C. The catalyst is CO. The product is [F:20][C:2]([F:1])([F:19])[CH2:3][N:4]1[C:9](=[O:10])[CH:8]([O:23][CH3:21])[NH:7][C:6]([C:11]2[CH:12]=[C:13]([Cl:18])[CH:14]=[C:15]([Cl:17])[CH:16]=2)=[N:5]1. The yield is 1.00. (2) The reactants are Cl.[CH2:2]1[CH2:6][O:5][C:4]2[CH:7]=[CH:8][C:9]3[CH2:10][CH2:11][C@@H:12]([CH2:14][CH2:15][NH2:16])[C:13]=3[C:3]1=2.[OH-].[Na+].[C:19](OC(=O)C)(=[O:21])[CH3:20].O. The yield is 0.948. The product is [CH2:2]1[CH2:6][O:5][C:4]2[CH:7]=[CH:8][C:9]3[CH2:10][CH2:11][C@@H:12]([CH2:14][CH2:15][NH:16][C:19](=[O:21])[CH3:20])[C:13]=3[C:3]1=2. The catalyst is O1CCCC1. (3) The reactants are Cl[C:2]1[N:7]=[C:6]([C:8]([O:10][CH3:11])=[O:9])[CH:5]=[C:4]([N:12]([CH:17]2[CH2:22][CH2:21][CH2:20][CH2:19][CH2:18]2)[CH2:13][CH:14]2[CH2:16][CH2:15]2)[N:3]=1.C([O-])=O.[NH4+]. The catalyst is CC(O)C.O.[Pd]. The product is [CH:17]1([N:12]([CH2:13][CH:14]2[CH2:15][CH2:16]2)[C:4]2[N:3]=[CH:2][N:7]=[C:6]([C:8]([O:10][CH3:11])=[O:9])[CH:5]=2)[CH2:18][CH2:19][CH2:20][CH2:21][CH2:22]1. The yield is 0.970. (4) The reactants are [NH2:1][C:2]([CH:4]1[CH2:9][CH2:8][N:7]([S:10]([C:13]2[C:22]3[C:17](=[CH:18][CH:19]=[CH:20][CH:21]=3)[CH:16]=[CH:15][CH:14]=2)(=[O:12])=[O:11])[CH2:6][CH2:5]1)=O.B.O1CCCC1. The catalyst is O1CCCC1. The product is [NH2:1][CH2:2][CH:4]1[CH2:9][CH2:8][N:7]([S:10]([C:13]2[C:22]3[C:17](=[CH:18][CH:19]=[CH:20][CH:21]=3)[CH:16]=[CH:15][CH:14]=2)(=[O:12])=[O:11])[CH2:6][CH2:5]1. The yield is 0.900.